From a dataset of Catalyst prediction with 721,799 reactions and 888 catalyst types from USPTO. Predict which catalyst facilitates the given reaction. Reactant: [C:1]([O:5][C:6](=[O:25])[N:7]([CH2:9][C:10]1[CH:14]=[C:13](Br)[N:12](S(C2C=NC=CC=2)(=O)=O)[CH:11]=1)[CH3:8])([CH3:4])([CH3:3])[CH3:2].[F:26][C:27]1[CH:32]=[C:31]([F:33])[CH:30]=[CH:29][C:28]=1B(O)O.C(=O)([O-])[O-].[Na+].[Na+]. Product: [C:1]([O:5][C:6](=[O:25])[N:7]([CH2:9][C:10]1[CH:14]=[C:13]([C:30]2[CH:29]=[CH:28][C:27]([F:26])=[CH:32][C:31]=2[F:33])[NH:12][CH:11]=1)[CH3:8])([CH3:2])([CH3:3])[CH3:4]. The catalyst class is: 73.